From a dataset of Reaction yield outcomes from USPTO patents with 853,638 reactions. Predict the reaction yield, written as a fraction of the theoretical maximum amount of product (1.0 means a 100% yield; for example, 0.34 means a 34% yield). (1) The reactants are [CH3:1][O:2][C:3]1[CH:4]=[C:5]2[C:9](=[CH:10][CH:11]=1)[N:8]([CH3:12])[CH:7]=[C:6]2[C:13]1[N:29]([CH2:30][O:31][CH2:32][CH2:33][Si:34]([CH3:37])([CH3:36])[CH3:35])[C:16]2=[N:17][CH:18]=[C:19]([NH:21]C(=O)OC(C)(C)C)[N:20]=[C:15]2[CH:14]=1.C(O)(C(F)(F)F)=O. The catalyst is C(Cl)Cl.CCOC(C)=O. The product is [CH3:1][O:2][C:3]1[CH:4]=[C:5]2[C:9](=[CH:10][CH:11]=1)[N:8]([CH3:12])[CH:7]=[C:6]2[C:13]1[N:29]([CH2:30][O:31][CH2:32][CH2:33][Si:34]([CH3:35])([CH3:37])[CH3:36])[C:16]2=[N:17][CH:18]=[C:19]([NH2:21])[N:20]=[C:15]2[CH:14]=1. The yield is 0.400. (2) The reactants are [CH3:1][O:2][C:3](=[O:38])[C@@H:4]([N:16]1[CH2:21][CH2:20][N:19](S(C2C=CC=CC=2[N+]([O-])=O)(=O)=O)[C@@H:18]([CH2:34][CH:35]=[CH2:36])[C:17]1=[O:37])[CH2:5][C:6]1[CH:15]=[CH:14][C:13]2[C:8](=[CH:9][CH:10]=[CH:11][CH:12]=2)[CH:7]=1.SC1C=CC(O)=CC=1.C(=O)([O-])[O-].[K+].[K+]. The catalyst is CN(C=O)C. The product is [CH3:1][O:2][C:3](=[O:38])[C@@H:4]([N:16]1[CH2:21][CH2:20][NH:19][C@@H:18]([CH2:34][CH:35]=[CH2:36])[C:17]1=[O:37])[CH2:5][C:6]1[CH:15]=[CH:14][C:13]2[C:8](=[CH:9][CH:10]=[CH:11][CH:12]=2)[CH:7]=1. The yield is 0.790. (3) The reactants are [C:1](Cl)(=[O:8])[C:2]1[CH:7]=[CH:6][CH:5]=[CH:4][CH:3]=1.[CH2:10]([O:12][C:13]([C:15]1[CH:16]=[N:17][N:18]([C:20]2[N:29]([CH2:30][O:31][CH2:32][CH2:33][Si:34]([CH3:37])([CH3:36])[CH3:35])[C:28](=[O:38])[C:27]3[C:22](=[CH:23][CH:24]=[C:25]([NH2:39])[CH:26]=3)[N:21]=2)[CH:19]=1)=[O:14])[CH3:11]. The catalyst is C(Cl)Cl. The product is [CH2:10]([O:12][C:13]([C:15]1[CH:16]=[N:17][N:18]([C:20]2[N:29]([CH2:30][O:31][CH2:32][CH2:33][Si:34]([CH3:37])([CH3:36])[CH3:35])[C:28](=[O:38])[C:27]3[C:22](=[CH:23][CH:24]=[C:25]([NH:39][C:1](=[O:8])[C:2]4[CH:7]=[CH:6][CH:5]=[CH:4][CH:3]=4)[CH:26]=3)[N:21]=2)[CH:19]=1)=[O:14])[CH3:11]. The yield is 0.970. (4) The yield is 0.390. The reactants are Br[CH2:2][CH2:3][CH2:4][CH2:5][CH2:6][CH2:7][CH2:8][CH2:9][CH2:10][CH2:11][CH2:12][CH2:13][CH2:14][CH2:15][CH2:16][O:17][Si](C(C)(C)C)(C)C.[Mg].C([O:28][C:29]1[CH2:34][CH2:33][C:32]([CH3:36])([CH3:35])[C:31](=O)[C:30]=1[CH3:38])C.Cl.C(=O)([O-])O.[Na+]. The catalyst is C(OCC)C.O1CCCC1. The product is [OH:17][CH2:16][CH2:15][CH2:14][CH2:13][CH2:12][CH2:11][CH2:10][CH2:9][CH2:8][CH2:7][CH2:6][CH2:5][CH2:4][CH2:3][CH2:2][C:31]1[C:32]([CH3:36])([CH3:35])[CH2:33][CH2:34][C:29](=[O:28])[C:30]=1[CH3:38].